From a dataset of Reaction yield outcomes from USPTO patents with 853,638 reactions. Predict the reaction yield, written as a fraction of the theoretical maximum amount of product (1.0 means a 100% yield; for example, 0.34 means a 34% yield). (1) The reactants are [Cl:1][C:2]1[CH:3]=[N:4][CH:5]=[C:6]([Cl:17])[C:7]=1[N:8]1[CH2:13][CH2:12][CH:11]([C:14]([NH2:16])=O)[CH2:10][CH2:9]1.COC1C=CC(P2(SP(C3C=CC(OC)=CC=3)(=S)S2)=[S:27])=CC=1.C(=O)([O-])O.[Na+]. The catalyst is C1COCC1. The product is [Cl:1][C:2]1[CH:3]=[N:4][CH:5]=[C:6]([Cl:17])[C:7]=1[N:8]1[CH2:13][CH2:12][CH:11]([C:14](=[S:27])[NH2:16])[CH2:10][CH2:9]1. The yield is 0.400. (2) The reactants are Cl[C:2]1[N:7]=[C:6]([NH:8][CH2:9][C:10]2[CH:15]=[CH:14][C:13]([O:16][CH3:17])=[C:12]([O:18][CH:19]3[CH2:23][CH2:22][CH2:21][CH2:20]3)[CH:11]=2)[CH:5]=[N:4][CH:3]=1.B([C:27]1[CH:38]=[CH:37][C:30]([CH2:31][C@@H:32]([C:34]([OH:36])=[O:35])[NH2:33])=[CH:29][CH:28]=1)(O)O.C(=O)([O-])[O-].[Na+].[Na+]. The catalyst is Cl[Pd](Cl)([P](C1C=CC=CC=1)(C1C=CC=CC=1)C1C=CC=CC=1)[P](C1C=CC=CC=1)(C1C=CC=CC=1)C1C=CC=CC=1.C(#N)C. The product is [NH2:33][CH:32]([CH2:31][C:30]1[CH:37]=[CH:38][C:27]([C:2]2[CH:3]=[N:4][CH:5]=[C:6]([NH:8][CH2:9][C:10]3[CH:15]=[CH:14][C:13]([O:16][CH3:17])=[C:12]([O:18][CH:19]4[CH2:23][CH2:22][CH2:21][CH2:20]4)[CH:11]=3)[N:7]=2)=[CH:28][CH:29]=1)[C:34]([OH:36])=[O:35]. The yield is 0.0600.